From a dataset of Catalyst prediction with 721,799 reactions and 888 catalyst types from USPTO. Predict which catalyst facilitates the given reaction. Reactant: CS(O[C@H:6]1[CH2:11][CH2:10][C@@H:9]([C:12]2[CH:17]=[CH:16][C:15]([O:18][CH3:19])=[CH:14][CH:13]=2)[CH2:8][CH2:7]1)(=O)=O.[N-:20]=[N+]=[N-].[Na+]. Product: [CH3:19][O:18][C:15]1[CH:16]=[CH:17][C:12]([C@H:9]2[CH2:10][CH2:11][C@H:6]([NH2:20])[CH2:7][CH2:8]2)=[CH:13][CH:14]=1. The catalyst class is: 3.